This data is from Forward reaction prediction with 1.9M reactions from USPTO patents (1976-2016). The task is: Predict the product of the given reaction. Given the reactants [CH2:1]([N:8]1[C:16]2[C:11](=[CH:12][CH:13]=[C:14]([C:17]([O:19][CH2:20][CH3:21])=[O:18])[CH:15]=2)[C:10]([C:22]([OH:24])=[O:23])=[C:9]1[CH:25]([CH3:27])[CH3:26])[C:2]1[CH:7]=[CH:6][CH:5]=[CH:4][CH:3]=1.C(Cl)CCl.[F:32][C:33]1[CH:34]=[C:35]([CH:38]=[CH:39][C:40]=1[F:41])[CH2:36]O, predict the reaction product. The product is: [CH2:1]([N:8]1[C:16]2[C:11](=[CH:12][CH:13]=[C:14]([C:17]([O:19][CH2:20][CH3:21])=[O:18])[CH:15]=2)[C:10]([C:22]([O:24][CH2:36][C:35]2[CH:38]=[CH:39][C:40]([F:41])=[C:33]([F:32])[CH:34]=2)=[O:23])=[C:9]1[CH:25]([CH3:26])[CH3:27])[C:2]1[CH:7]=[CH:6][CH:5]=[CH:4][CH:3]=1.